From a dataset of Reaction yield outcomes from USPTO patents with 853,638 reactions. Predict the reaction yield, written as a fraction of the theoretical maximum amount of product (1.0 means a 100% yield; for example, 0.34 means a 34% yield). The catalyst is CCOC(C)=O.[Zn]. The yield is 0.790. The product is [NH2:32][C:10]1[CH:9]=[C:8]([C:6]([O:5][C:1]([CH3:2])([CH3:4])[CH3:3])=[O:7])[CH:31]=[CH:30][C:11]=1[O:12][C:13]1[C:22]([Cl:23])=[C:21]2[C:16]([CH:17]([C:24]([O:26][CH2:27][CH3:28])=[O:25])[CH2:18][CH2:19][O:20]2)=[CH:15][C:14]=1[Cl:29]. The reactants are [C:1]([O:5][C:6]([C:8]1[CH:31]=[CH:30][C:11]([O:12][C:13]2[C:22]([Cl:23])=[C:21]3[C:16]([CH:17]([C:24]([O:26][CH2:27][CH3:28])=[O:25])[CH2:18][CH2:19][O:20]3)=[CH:15][C:14]=2[Cl:29])=[C:10]([N+:32]([O-])=O)[CH:9]=1)=[O:7])([CH3:4])([CH3:3])[CH3:2].C1COCC1.[NH4+].[Cl-].